From a dataset of Reaction yield outcomes from USPTO patents with 853,638 reactions. Predict the reaction yield, written as a fraction of the theoretical maximum amount of product (1.0 means a 100% yield; for example, 0.34 means a 34% yield). (1) The catalyst is COCCO.C(Cl)Cl.CO. The reactants are [NH2:1][C:2]1[C:12]2[O:11][CH2:10][CH2:9][NH:8][C:7](=[O:13])[C:6]=2[CH:5]=[C:4]([F:14])[CH:3]=1.C12(CS(O)(=O)=O)C(C)(C)C(CC1)CC2=O.Cl[C:31]1[N:36]=[C:35]([NH:37][C@@H:38]2[CH2:43][CH2:42][CH2:41][CH2:40][C@H:39]2[NH:44][S:45]([CH3:48])(=[O:47])=[O:46])[C:34]([Cl:49])=[CH:33][N:32]=1.C(=O)([O-])[O-]. The product is [Cl:49][C:34]1[C:35]([NH:37][C@@H:38]2[CH2:43][CH2:42][CH2:41][CH2:40][C@H:39]2[NH:44][S:45]([CH3:48])(=[O:47])=[O:46])=[N:36][C:31]([NH:1][C:2]2[C:12]3[O:11][CH2:10][CH2:9][NH:8][C:7](=[O:13])[C:6]=3[CH:5]=[C:4]([F:14])[CH:3]=2)=[N:32][CH:33]=1. The yield is 0.460. (2) The reactants are Cl[C:2]1[N:7]=[C:6]([NH2:8])[CH:5]=[CH:4][N:3]=1.[NH:9]1[CH2:14][CH2:13][NH:12][CH2:11][C:10]1=[O:15]. No catalyst specified. The product is [NH2:8][C:6]1[CH:5]=[CH:4][N:3]=[C:2]([N:12]2[CH2:13][CH2:14][NH:9][C:10](=[O:15])[CH2:11]2)[N:7]=1. The yield is 0.400. (3) The reactants are [F:1][C:2]1[CH:20]=[C:19]([N+:21]([O-:23])=[O:22])[CH:18]=[CH:17][C:3]=1[O:4][C:5]1[CH:10]=[CH:9][N:8]=[C:7]2[CH:11]=[C:12]([C:14](O)=[O:15])[S:13][C:6]=12.C(Cl)(=O)C([Cl:27])=O. The catalyst is C(Cl)Cl. The product is [F:1][C:2]1[CH:20]=[C:19]([N+:21]([O-:23])=[O:22])[CH:18]=[CH:17][C:3]=1[O:4][C:5]1[CH:10]=[CH:9][N:8]=[C:7]2[CH:11]=[C:12]([C:14]([Cl:27])=[O:15])[S:13][C:6]=12. The yield is 0.940.